Task: Predict which catalyst facilitates the given reaction.. Dataset: Catalyst prediction with 721,799 reactions and 888 catalyst types from USPTO (1) Reactant: [CH2:1]([NH:8][C:9]([NH:11]/[N:12]=[C:13]1\[NH:14][C:15]([F:32])=[CH:16][C:17]([C:19]2[CH:24]=[CH:23][N:22]=[C:21]([NH:25][C:26]3[N:27]([CH3:31])[N:28]=[CH:29][CH:30]=3)[N:20]=2)=[CH:18]\1)=O)[C:2]1[CH:7]=[CH:6][CH:5]=[CH:4][CH:3]=1.CCN(C(C)C)C(C)C.C1C=CC(P(C2C=CC=CC=2)C2C=CC=CC=2)=CC=1.BrBr. Product: [CH2:1]([NH:8][C:9]1[N:14]2[C:15]([F:32])=[CH:16][C:17]([C:19]3[CH:24]=[CH:23][N:22]=[C:21]([NH:25][C:26]4[N:27]([CH3:31])[N:28]=[CH:29][CH:30]=4)[N:20]=3)=[CH:18][C:13]2=[N:12][N:11]=1)[C:2]1[CH:7]=[CH:6][CH:5]=[CH:4][CH:3]=1. The catalyst class is: 144. (2) Reactant: [C:1]([O:5][C:6]([N:8]1[CH2:13][CH2:12][CH2:11][CH:10]([C:14]#[N:15])[CH2:9]1)=[O:7])([CH3:4])([CH3:3])[CH3:2].[NH2:16][OH:17]. Product: [C:1]([O:5][C:6]([N:8]1[CH2:13][CH2:12][CH2:11][CH:10]([C:14](=[NH:15])[NH:16][OH:17])[CH2:9]1)=[O:7])([CH3:4])([CH3:3])[CH3:2]. The catalyst class is: 8.